Dataset: Experimentally validated miRNA-target interactions with 360,000+ pairs, plus equal number of negative samples. Task: Binary Classification. Given a miRNA mature sequence and a target amino acid sequence, predict their likelihood of interaction. (1) The protein sequence of the target gene is MMYRTVGFGTRSRNLKPWMIAVLIVLSLTVVAVTIGLLVHFLVFDQKKEYYHGSFKILDPQINNNFGQSNTYQLKDLRETTENLVSQVDEIFIDSAWKKNYIKNQVVRLTPEEDGVKVDVIMVFQFPSTEQRAVREKKIQSILNQKIRNLRALPINASSVQVNAMSSSTGELTVQASCGKRVVPLNVNRIASGVIAPKAAWPWQASLQYDNIHQCGATLISNTWLVTAAHCFQKYKNPHQWTVSFGTKINPPLMKRNVRRFIIHEKYRSAAREYDIAVVQVSSRVTFSDDIRRICLPEAS.... The miRNA is hsa-miR-3667-5p with sequence AAAGACCCAUUGAGGAGAAGGU. Result: 0 (no interaction). (2) The miRNA is hsa-miR-4666a-5p with sequence AUACAUGUCAGAUUGUAUGCC. The protein sequence of the target gene is MRLGRVCPRGPGKVRSPRHRFSCTLFVSTTGSSCGHHGPQLAASSNPSVLPGLHEQPPQASHSRPLNGLLRLGIPGDMYARSEPFAPGPMARSDTLATATALHGYGGMNLTMNLTAPHGPGAFFRYMRQPIKQELICKWLGDDSPMSPRPCSKTFSTMHELVTHVTVEHVGGPEQANHICFWEECPRQGKPFKAKYKLVNHIRVHTGEKPFPCPFPGCGKVFARSENLKIHKRTHTGEKPFRCEFEGCERRFANSSDRKKHSHVHTSDKPYMCKVRGCDKCYTHPSSLRKHMKVHGRSPP.... Result: 0 (no interaction). (3) The miRNA is cel-miR-272 with sequence UGUAGGCAUGGGUGUUUG. The protein sequence of the target gene is MELFQAKDHYILQQGERALWCSRRDGGLQLRPATDLLLAWNPICLGLVEGVIGKIQLHSDLPWWLILIRQKALVGKLPGDHEVCKVTKIAVLSLSEMEPQELELELCKKHHFGINKPEKIIPSPDDSKFLLKTFTNIKSNVSAPNKKKVKESKEKEKLERRLLEELLKMFMDSESFYYSLTYDLTNSVQRQSTGERDGRPLWQKVDDRFFWNKYMIQALTEIGTPDVDFWIIPIIQGFVQIEELVVNYNESSDDDKSSPETPPQDSTCVDDIHPRFLVALISRRSRHRAGMRYKRRGVDK.... Result: 0 (no interaction). (4) The miRNA is hsa-let-7b-5p with sequence UGAGGUAGUAGGUUGUGUGGUU. Result: 0 (no interaction). The protein sequence of the target gene is MLRWLIGGGREPQGLAEKSPLQTIGEEQTQNPYTELLVLKAHHDIVRFLVQLDDYRFASAGDDGIVVVWNAQTGEKLLELNGHTQKITAIITFPSLESCEEKNQLILTASADRTVIVWDGDTTRQVQRISCFQSTVKCLTVLQRLDVWLSGGNDLCVWNRKLDLLCKTSHLSDTGISALVEIPKNCVVAAVGKELIIFRLVAPTEGSLEWDILEVKRLLDHQDNILSLINVNDLSFVTGSHVGELIIWDALDWTMQAYERNFWDPSPQLDTQQEIKLCQKSNDISIHHFTCDEENVFAAV.... (5) The miRNA is hsa-miR-6813-5p with sequence CAGGGGCUGGGGUUUCAGGUUCU. The protein sequence of the target gene is MSWLFGVNKGPKGEGAGPPPPLPPAQPGAEGGGDRGLGDRPAPKDKWSNFDPTGLERAAKAARELEHSRYAKEALNLAQMQEQTLQLEQQSKLKEYEAAVEQLKSEQIRAQAEERRKTLSEETRQHQARAQYQDKLARQRYEDQLKQQQLLNEENLRKQEESVQKQEAMRRATVEREMELRHKNEMLRVETEARARAKAERENADIIREQIRLKASEHRQTVLESIRTAGTLFGEGFRAFVTDRDKVTATVAGLTLLAVGVYSAKNATAVTGRFIEARLGKPSLVRETSRITVLEALRHP.... Result: 0 (no interaction).